This data is from Forward reaction prediction with 1.9M reactions from USPTO patents (1976-2016). The task is: Predict the product of the given reaction. Given the reactants BrC1C=CC2OC3C(=O)NC(C4CCN(C(OC(C)(C)C)=O)CC4)=NC=3C=2C=1.[Br:29][C:30]1[CH:31]=[CH:32][C:33]2[O:37][C:36]([C:38](=[O:40])[NH2:39])=[C:35]([NH:41][C:42](=O)[CH2:43][N:44]3[C:48](=[O:49])[C:47]4([CH2:54][CH2:53][N:52]([C:55]([O:57][C:58]([CH3:61])([CH3:60])[CH3:59])=[O:56])[CH2:51][CH2:50]4)[N:46]([C:62]4[CH:67]=[CH:66][CH:65]=[CH:64][CH:63]=4)[CH2:45]3)[C:34]=2[CH:69]=1.BrC1C=CC2OC(C(=O)N)=C(NC(C3CCN(C(OC(C)(C)C)=O)CC3)=O)C=2C=1, predict the reaction product. The product is: [Br:29][C:30]1[CH:31]=[CH:32][C:33]2[O:37][C:36]3[C:38](=[O:40])[NH:39][C:42]([CH2:43][N:44]4[C:48](=[O:49])[C:47]5([CH2:54][CH2:53][N:52]([C:55]([O:57][C:58]([CH3:60])([CH3:61])[CH3:59])=[O:56])[CH2:51][CH2:50]5)[N:46]([C:62]5[CH:67]=[CH:66][CH:65]=[CH:64][CH:63]=5)[CH2:45]4)=[N:41][C:35]=3[C:34]=2[CH:69]=1.